Dataset: NCI-60 drug combinations with 297,098 pairs across 59 cell lines. Task: Regression. Given two drug SMILES strings and cell line genomic features, predict the synergy score measuring deviation from expected non-interaction effect. (1) Drug 1: C1=CC(=CC=C1CCC2=CNC3=C2C(=O)NC(=N3)N)C(=O)NC(CCC(=O)O)C(=O)O. Cell line: NCI-H460. Drug 2: CN(C(=O)NC(C=O)C(C(C(CO)O)O)O)N=O. Synergy scores: CSS=31.8, Synergy_ZIP=-3.06, Synergy_Bliss=-7.80, Synergy_Loewe=-32.0, Synergy_HSA=-7.73. (2) Drug 1: C1C(C(OC1N2C=NC3=C(N=C(N=C32)Cl)N)CO)O. Drug 2: CS(=O)(=O)CCNCC1=CC=C(O1)C2=CC3=C(C=C2)N=CN=C3NC4=CC(=C(C=C4)OCC5=CC(=CC=C5)F)Cl. Cell line: CAKI-1. Synergy scores: CSS=39.8, Synergy_ZIP=0.975, Synergy_Bliss=-2.66, Synergy_Loewe=-13.4, Synergy_HSA=-1.62. (3) Drug 1: C1CC(=O)NC(=O)C1N2CC3=C(C2=O)C=CC=C3N. Drug 2: CN1C2=C(C=C(C=C2)N(CCCl)CCCl)N=C1CCCC(=O)O.Cl. Cell line: HOP-62. Synergy scores: CSS=5.01, Synergy_ZIP=-2.21, Synergy_Bliss=0.652, Synergy_Loewe=-0.739, Synergy_HSA=-1.36. (4) Drug 1: C1C(C(OC1N2C=NC3=C(N=C(N=C32)Cl)N)CO)O. Drug 2: B(C(CC(C)C)NC(=O)C(CC1=CC=CC=C1)NC(=O)C2=NC=CN=C2)(O)O. Cell line: NCI/ADR-RES. Synergy scores: CSS=74.7, Synergy_ZIP=-5.46, Synergy_Bliss=-8.07, Synergy_Loewe=-6.95, Synergy_HSA=-5.80. (5) Drug 2: CN(C(=O)NC(C=O)C(C(C(CO)O)O)O)N=O. Drug 1: CC12CCC(CC1=CCC3C2CCC4(C3CC=C4C5=CN=CC=C5)C)O. Cell line: IGROV1. Synergy scores: CSS=-2.19, Synergy_ZIP=-1.86, Synergy_Bliss=-7.44, Synergy_Loewe=-10.3, Synergy_HSA=-6.80. (6) Drug 1: CC12CCC(CC1=CCC3C2CCC4(C3CC=C4C5=CN=CC=C5)C)O. Drug 2: CCN(CC)CCNC(=O)C1=C(NC(=C1C)C=C2C3=C(C=CC(=C3)F)NC2=O)C. Cell line: HOP-62. Synergy scores: CSS=3.32, Synergy_ZIP=1.00, Synergy_Bliss=1.64, Synergy_Loewe=-0.600, Synergy_HSA=-0.644.